Task: Regression. Given a peptide amino acid sequence and an MHC pseudo amino acid sequence, predict their binding affinity value. This is MHC class II binding data.. Dataset: Peptide-MHC class II binding affinity with 134,281 pairs from IEDB (1) The peptide sequence is IGITVLMLLMVISGA. The MHC is H-2-IAb with pseudo-sequence H-2-IAb. The binding affinity (normalized) is 0. (2) The binding affinity (normalized) is 0.847. The MHC is DRB1_0101 with pseudo-sequence DRB1_0101. The peptide sequence is KFIPALEAAVKQAYAATVAT. (3) The peptide sequence is HNQFAYDGKD. The MHC is DRB1_0401 with pseudo-sequence DRB1_0401. The binding affinity (normalized) is 0.